This data is from Reaction yield outcomes from USPTO patents with 853,638 reactions. The task is: Predict the reaction yield, written as a fraction of the theoretical maximum amount of product (1.0 means a 100% yield; for example, 0.34 means a 34% yield). The reactants are [Cl:1][C:2]1[CH:7]=[CH:6][C:5]([C:8]2([CH:14]=O)[CH2:13][CH2:12][CH2:11][CH2:10][CH2:9]2)=[CH:4][C:3]=1[F:16].[CH3:17][NH:18][CH3:19]. No catalyst specified. The product is [Cl:1][C:2]1[CH:7]=[CH:6][C:5]([C:8]2([CH2:14][N:18]([CH3:19])[CH3:17])[CH2:13][CH2:12][CH2:11][CH2:10][CH2:9]2)=[CH:4][C:3]=1[F:16]. The yield is 0.970.